This data is from Peptide-MHC class I binding affinity with 185,985 pairs from IEDB/IMGT. The task is: Regression. Given a peptide amino acid sequence and an MHC pseudo amino acid sequence, predict their binding affinity value. This is MHC class I binding data. (1) The peptide sequence is WTLETLPRV. The MHC is HLA-B44:02 with pseudo-sequence HLA-B44:02. The binding affinity (normalized) is 0.0847. (2) The peptide sequence is KVFFVNWFR. The MHC is HLA-B18:01 with pseudo-sequence HLA-B18:01. The binding affinity (normalized) is 0.0847.